From a dataset of Reaction yield outcomes from USPTO patents with 853,638 reactions. Predict the reaction yield, written as a fraction of the theoretical maximum amount of product (1.0 means a 100% yield; for example, 0.34 means a 34% yield). (1) The reactants are C([C:4]1[CH:9]=[C:8]([O:10][C:11]2[CH:16]=[CH:15][C:14]([NH:17][C:18](=[O:25])[CH2:19][C:20]([O:22][CH2:23][CH3:24])=[O:21])=[CH:13][C:12]=2[F:26])[CH:7]=[CH:6][N:5]=1)(=O)N.C[N:28](C=O)C. No catalyst specified. The product is [NH2:28][C:4]1[CH:9]=[C:8]([O:10][C:11]2[CH:16]=[CH:15][C:14]([NH:17][C:18](=[O:25])[CH2:19][C:20]([O:22][CH2:23][CH3:24])=[O:21])=[CH:13][C:12]=2[F:26])[CH:7]=[CH:6][N:5]=1. The yield is 0.860. (2) The reactants are [Cl:1][C:2]1[CH:8]=[C:7]([O:9][C:10]2[C:19]3[C:14](=[CH:15][C:16]([O:22][CH3:23])=[C:17]([O:20][CH3:21])[CH:18]=3)[N:13]=[CH:12][N:11]=2)[CH:6]=[CH:5][C:3]=1[NH2:4].ClC(Cl)(O[C:28](=[O:34])OC(Cl)(Cl)Cl)Cl.[CH2:36]([NH2:41])[CH2:37][CH2:38][CH2:39][CH3:40].C(=O)([O-])O.[Na+]. The catalyst is C(Cl)(Cl)Cl.C(N(CC)CC)C. The product is [Cl:1][C:2]1[CH:8]=[C:7]([O:9][C:10]2[C:19]3[C:14](=[CH:15][C:16]([O:22][CH3:23])=[C:17]([O:20][CH3:21])[CH:18]=3)[N:13]=[CH:12][N:11]=2)[CH:6]=[CH:5][C:3]=1[NH:4][C:28]([NH:41][CH2:36][CH2:37][CH2:38][CH2:39][CH3:40])=[O:34]. The yield is 0.490. (3) The reactants are [NH2:1][C:2]1[CH:3]=[C:4]([C:8]2[C:12]([Br:13])=[CH:11][N:10]([CH3:14])[N:9]=2)[CH:5]=[CH:6][CH:7]=1.[F:15][C:16]1[CH:21]=[CH:20][CH:19]=[CH:18][C:17]=1[CH2:22][C:23](O)=[O:24].O.ON1C2C=CC=CC=2N=N1.F[P-](F)(F)(F)(F)F.N1(OC(N(C)C)=[N+](C)C)C2C=CC=CC=2N=N1.C(N(CC)C(C)C)(C)C. The catalyst is C(Cl)(Cl)Cl.[Cl-].[Na+].O. The product is [Br:13][C:12]1[C:8]([C:4]2[CH:3]=[C:2]([NH:1][C:23](=[O:24])[CH2:22][C:17]3[CH:18]=[CH:19][CH:20]=[CH:21][C:16]=3[F:15])[CH:7]=[CH:6][CH:5]=2)=[N:9][N:10]([CH3:14])[CH:11]=1. The yield is 0.320. (4) The reactants are C[O:2][C:3](=[O:26])[C:4]1[CH:9]=[CH:8][C:7]([O:10][CH2:11][C:12]2[C:13]([C:19]3[CH:24]=[CH:23][C:22]([F:25])=[CH:21][CH:20]=3)=[N:14][O:15][C:16]=2[CH2:17][OH:18])=[N:6][CH:5]=1.[OH-].[Li+].Cl.C(OCC)(=O)C. The catalyst is C1COCC1.CO.O. The product is [F:25][C:22]1[CH:23]=[CH:24][C:19]([C:13]2[C:12]([CH2:11][O:10][C:7]3[CH:8]=[CH:9][C:4]([C:3]([OH:26])=[O:2])=[CH:5][N:6]=3)=[C:16]([CH2:17][OH:18])[O:15][N:14]=2)=[CH:20][CH:21]=1. The yield is 1.00. (5) The product is [OH:34][C:31]([CH:28]1[CH2:29][CH2:30][N:25]([CH2:24][C:23]2[CH:35]=[CH:36][C:37]([N+:38]([O-:40])=[O:39])=[C:21]([NH:1][C@@H:2]3[CH2:7][CH2:6][C@H:5]([C:8]([OH:10])=[O:9])[CH2:4][CH2:3]3)[CH:22]=2)[CH2:26][CH2:27]1)([CH3:33])[CH3:32]. The yield is 1.43. The catalyst is C(#N)C. The reactants are [NH2:1][C@@H:2]1[CH2:7][CH2:6][C@H:5]([C:8]([OH:10])=[O:9])[CH2:4][CH2:3]1.CCN(C(C)C)C(C)C.F[C:21]1[CH:22]=[C:23]([CH:35]=[CH:36][C:37]=1[N+:38]([O-:40])=[O:39])[CH2:24][N:25]1[CH2:30][CH2:29][CH:28]([C:31]([OH:34])([CH3:33])[CH3:32])[CH2:27][CH2:26]1. (6) The reactants are Cl[C:2]1[C:11]2[C:6](=[CH:7][C:8]([O:14][CH3:15])=[C:9]([O:12][CH3:13])[CH:10]=2)[N:5]=[CH:4][C:3]=1[C:16]([NH2:18])=[O:17].Cl.[NH2:20][C:21]1[CH:29]=[CH:28][CH:27]=[C:26]2[C:22]=1[CH:23]=[CH:24][N:25]2[CH3:30].C([O-])(=O)C.[Na+].C([O-])(O)=O.[Na+]. The catalyst is CN(C=O)C.O. The product is [CH3:13][O:12][C:9]1[CH:10]=[C:11]2[C:6](=[CH:7][C:8]=1[O:14][CH3:15])[N:5]=[CH:4][C:3]([C:16]([NH2:18])=[O:17])=[C:2]2[NH:20][C:21]1[CH:29]=[CH:28][CH:27]=[C:26]2[C:22]=1[CH:23]=[CH:24][N:25]2[CH3:30]. The yield is 0.600.